From a dataset of Full USPTO retrosynthesis dataset with 1.9M reactions from patents (1976-2016). Predict the reactants needed to synthesize the given product. (1) Given the product [C:26]([C:29]1[S:33][C:32]([NH:34][C:35]([N:2]2[CH2:7][CH2:6][C:5](=[CH:8][C:9]3[CH:25]=[CH:24][CH:23]=[C:11]([O:12][C:13]4[CH:18]=[CH:17][C:16]([C:19]([F:22])([F:20])[F:21])=[CH:15][N:14]=4)[CH:10]=3)[CH2:4][CH2:3]2)=[O:36])=[N:31][C:30]=1[CH3:44])(=[O:28])[CH3:27], predict the reactants needed to synthesize it. The reactants are: Cl.[NH:2]1[CH2:7][CH2:6][C:5](=[CH:8][C:9]2[CH:10]=[C:11]([CH:23]=[CH:24][CH:25]=2)[O:12][C:13]2[CH:18]=[CH:17][C:16]([C:19]([F:22])([F:21])[F:20])=[CH:15][N:14]=2)[CH2:4][CH2:3]1.[C:26]([C:29]1[S:33][C:32]([NH:34][C:35](=O)[O:36]C2C=CC=CC=2)=[N:31][C:30]=1[CH3:44])(=[O:28])[CH3:27].C(N(CC)CC)C.O. (2) Given the product [CH2:3]([C@@H:10]([CH2:26][CH2:27][C@H:28]([CH3:44])[C:29]([OH:30])=[O:1])[C:54]([OH:57])=[O:56])[C:4]1[CH:5]=[CH:6][CH:7]=[CH:8][CH:9]=1, predict the reactants needed to synthesize it. The reactants are: [OH:1]O.[CH2:3]([C@@H:10]([CH2:26][CH2:27][C@H:28]([CH3:44])[C:29](N1[C@@H](CC2C=CC=CC=2)COC1=O)=[O:30])C(N1[C@@H](CC2C=CC=CC=2)COC1=O)=O)[C:4]1[CH:9]=[CH:8][CH:7]=[CH:6][CH:5]=1.O[Li].O.[O-]S([O-])=O.[Na+].[Na+].[C:54]([O-:57])([OH:56])=O.[Na+]. (3) Given the product [C:1]([O:5][C:6](=[O:20])[C:7]([S:10][C:11]1[S:12][CH:13]=[C:14]([C:16](=[O:19])[CH2:17][O:34][C:31]2[CH:30]=[CH:29][C:28]([C:25]3[CH:26]=[CH:27][C:22]([F:21])=[CH:23][CH:24]=3)=[CH:33][CH:32]=2)[N:15]=1)([CH3:9])[CH3:8])([CH3:4])([CH3:3])[CH3:2], predict the reactants needed to synthesize it. The reactants are: [C:1]([O:5][C:6](=[O:20])[C:7]([S:10][C:11]1[S:12][CH:13]=[C:14]([C:16](=[O:19])[CH2:17]Cl)[N:15]=1)([CH3:9])[CH3:8])([CH3:4])([CH3:3])[CH3:2].[F:21][C:22]1[CH:27]=[CH:26][C:25]([C:28]2[CH:33]=[CH:32][C:31]([OH:34])=[CH:30][CH:29]=2)=[CH:24][CH:23]=1.[OH-].[Na+].O. (4) Given the product [CH3:1][C:2]1[N:6]([C:7]2[C:12]([CH3:13])=[CH:11][CH:10]=[CH:9][N+:8]=2[O-:23])[N:5]=[CH:4][C:3]=1[C:14]([O:16][CH3:17])=[O:15], predict the reactants needed to synthesize it. The reactants are: [CH3:1][C:2]1[N:6]([C:7]2[C:12]([CH3:13])=[CH:11][CH:10]=[CH:9][N:8]=2)[N:5]=[CH:4][C:3]=1[C:14]([O:16][CH3:17])=[O:15].OO.O.S([O-])([O-])(=[O:23])=S.[Na+].[Na+]. (5) Given the product [CH:1]1([C@H:7]([NH:12][C:13]([C:15]2[S:16][C:17]([C:37]3[CH:42]=[CH:41][C:40]([O:43][CH3:44])=[CH:39][CH:38]=3)=[CH:18][C:19]=2[NH:20][C:21]([NH:23][C:24]2[C:29]([Cl:30])=[CH:28][C:27]([O:31][C:32]([F:33])([F:34])[F:35])=[CH:26][C:25]=2[Cl:36])=[O:22])=[O:14])[C:8]([OH:10])=[O:9])[CH2:6][CH2:5][CH2:4][CH2:3][CH2:2]1, predict the reactants needed to synthesize it. The reactants are: [CH:1]1([C@H:7]([NH:12][C:13]([C:15]2[S:16][C:17]([C:37]3[CH:42]=[CH:41][C:40]([O:43][CH3:44])=[CH:39][CH:38]=3)=[CH:18][C:19]=2[NH:20][C:21]([NH:23][C:24]2[C:29]([Cl:30])=[CH:28][C:27]([O:31][C:32]([F:35])([F:34])[F:33])=[CH:26][C:25]=2[Cl:36])=[O:22])=[O:14])[C:8]([O:10]C)=[O:9])[CH2:6][CH2:5][CH2:4][CH2:3][CH2:2]1.[OH-].[Li+]. (6) Given the product [F:1][C:2]1[CH:3]=[CH:4][C:5]([N+:9]([O-:11])=[O:10])=[C:6]([O:8][CH2:12][CH3:13])[CH:7]=1, predict the reactants needed to synthesize it. The reactants are: [F:1][C:2]1[CH:3]=[CH:4][C:5]([N+:9]([O-:11])=[O:10])=[C:6]([OH:8])[CH:7]=1.[CH2:12](I)[CH3:13].C(=O)([O-])[O-].[K+].[K+].